This data is from Peptide-MHC class I binding affinity with 185,985 pairs from IEDB/IMGT. The task is: Regression. Given a peptide amino acid sequence and an MHC pseudo amino acid sequence, predict their binding affinity value. This is MHC class I binding data. (1) The peptide sequence is FAAAAARTL. The MHC is HLA-A24:03 with pseudo-sequence HLA-A24:03. The binding affinity (normalized) is 0.0847. (2) The MHC is HLA-A29:02 with pseudo-sequence HLA-A29:02. The binding affinity (normalized) is 0.216. The peptide sequence is RCWLIRNGSY. (3) The peptide sequence is NEMVLLQME. The MHC is HLA-B44:02 with pseudo-sequence HLA-B44:02. The binding affinity (normalized) is 0.371. (4) The peptide sequence is HFANYNFTL. The MHC is HLA-A01:01 with pseudo-sequence HLA-A01:01. The binding affinity (normalized) is 0.224.